Dataset: Peptide-MHC class I binding affinity with 185,985 pairs from IEDB/IMGT. Task: Regression. Given a peptide amino acid sequence and an MHC pseudo amino acid sequence, predict their binding affinity value. This is MHC class I binding data. (1) The peptide sequence is AEFWDVFLS. The MHC is HLA-B40:01 with pseudo-sequence HLA-B40:01. The binding affinity (normalized) is 0.639. (2) The binding affinity (normalized) is 0.500. The peptide sequence is KIISEIGQL. The MHC is HLA-B15:01 with pseudo-sequence HLA-B15:01. (3) The peptide sequence is HSTYFPCFTA. The MHC is Mamu-A02 with pseudo-sequence Mamu-A02. The binding affinity (normalized) is 0.418. (4) The peptide sequence is CADGTRHTY. The MHC is HLA-B40:01 with pseudo-sequence HLA-B40:01. The binding affinity (normalized) is 0.0847.